Dataset: Reaction yield outcomes from USPTO patents with 853,638 reactions. Task: Predict the reaction yield, written as a fraction of the theoretical maximum amount of product (1.0 means a 100% yield; for example, 0.34 means a 34% yield). The reactants are [C:12]([O:11][C:9](O[C:9]([O:11][C:12]([CH3:15])([CH3:14])[CH3:13])=[O:10])=[O:10])([CH3:15])([CH3:14])[CH3:13].[OH:16][CH2:17][CH2:18][CH2:19][N:20]1[CH2:25][CH2:24][NH:23][C@@H:22]([CH3:26])[C:21]1=[O:27]. The catalyst is ClCCl. The product is [C:12]([O:11][C:9]([N:23]1[CH2:24][CH2:25][N:20]([CH2:19][CH2:18][CH2:17][OH:16])[C:21](=[O:27])[C@@H:22]1[CH3:26])=[O:10])([CH3:13])([CH3:14])[CH3:15]. The yield is 1.00.